This data is from Forward reaction prediction with 1.9M reactions from USPTO patents (1976-2016). The task is: Predict the product of the given reaction. (1) Given the reactants F[C:2]1[CH:9]=[CH:8][C:5]([CH:6]=[O:7])=[CH:4][CH:3]=1.C([O-])([O-])=O.[K+].[K+].CN1C(=O)CCC1.[CH3:23][N:24]([CH3:30])[CH2:25][CH2:26][CH2:27][NH:28][CH3:29], predict the reaction product. The product is: [CH3:23][N:24]([CH3:30])[CH2:25][CH2:26][CH2:27][N:28]([CH3:29])[C:2]1[CH:9]=[CH:8][C:5]([CH:6]=[O:7])=[CH:4][CH:3]=1. (2) The product is: [CH2:1]([N:3]1[CH:7]=[C:6]([NH:8][C:9]2[N:10]=[CH:11][C:12]3[N:17]=[N:16][N:15]([C:18]4[CH:23]=[CH:22][C:21]([C:24]([F:34])([CH3:26])[CH3:25])=[CH:20][CH:19]=4)[C:13]=3[N:14]=2)[CH:5]=[N:4]1)[CH3:2]. Given the reactants [CH2:1]([N:3]1[CH:7]=[C:6]([NH:8][C:9]2[N:10]=[CH:11][C:12]3[N:17]=[N:16][N:15]([C:18]4[CH:23]=[CH:22][C:21]([C:24](O)([CH3:26])[CH3:25])=[CH:20][CH:19]=4)[C:13]=3[N:14]=2)[CH:5]=[N:4]1)[CH3:2].C(N(S(F)(F)[F:34])CC)C, predict the reaction product. (3) Given the reactants [F:1][C@H:2]1[C@H:8]([NH:9]C(=O)OC(C)(C)C)[CH2:7][CH2:6][C@@H:5]([C:17]2[N:21]([CH3:22])[N:20]=[CH:19][C:18]=2[N+:23]([O-])=O)[O:4][CH2:3]1.[F:26][C:27]1[CH:32]=[C:31]([O:33][CH2:34][CH2:35][O:36][CH3:37])[CH:30]=[C:29]([F:38])[C:28]=1[C:39]1[N:44]=[C:43]([C:45](O)=[O:46])[CH:42]=[CH:41][C:40]=1[F:48], predict the reaction product. The product is: [NH2:9][C@H:8]1[C@H:2]([F:1])[CH2:3][O:4][C@H:5]([C:17]2[N:21]([CH3:22])[N:20]=[CH:19][C:18]=2[NH:23][C:45](=[O:46])[C:43]2[CH:42]=[CH:41][C:40]([F:48])=[C:39]([C:28]3[C:29]([F:38])=[CH:30][C:31]([O:33][CH2:34][CH2:35][O:36][CH3:37])=[CH:32][C:27]=3[F:26])[N:44]=2)[CH2:6][CH2:7]1.